This data is from Forward reaction prediction with 1.9M reactions from USPTO patents (1976-2016). The task is: Predict the product of the given reaction. (1) Given the reactants [NH2:1][C:2]1[C:11]2[N:10]=[CH:9][C:8]([C:12]#[C:13][C:14]3[CH:19]=[CH:18][C:17]([O:20][CH2:21][O:22][CH3:23])=[CH:16][C:15]=3[CH3:24])=[CH:7][C:6]=2[C:5]2[CH:25]=[CH:26][C:27]([CH2:29][CH2:30][C:31]([O:33][CH2:34][CH3:35])=[O:32])=[CH:28][C:4]=2[N:3]=1, predict the reaction product. The product is: [NH2:1][C:2]1[C:11]2[N:10]=[CH:9][C:8]([CH2:12][CH2:13][C:14]3[CH:19]=[CH:18][C:17]([O:20][CH2:21][O:22][CH3:23])=[CH:16][C:15]=3[CH3:24])=[CH:7][C:6]=2[C:5]2[CH:25]=[CH:26][C:27]([CH2:29][CH2:30][C:31]([O:33][CH2:34][CH3:35])=[O:32])=[CH:28][C:4]=2[N:3]=1. (2) Given the reactants Br[C:2]1[CH:31]=[CH:30][C:5]([CH2:6][N:7]([C:17]2[CH:18]=[CH:19][C:20]3[C:25](=[O:26])[O:24][C:23]([CH3:28])([CH3:27])[O:22][C:21]=3[CH:29]=2)[C:8](=[O:16])[CH2:9][CH2:10][CH:11]2[CH2:15][CH2:14][CH2:13][CH2:12]2)=[CH:4][CH:3]=1.[CH2:32]([O:35][C:36]1[CH:41]=[CH:40][C:39]([C:42]#[CH:43])=[CH:38][CH:37]=1)[CH2:33][CH3:34], predict the reaction product. The product is: [CH:11]1([CH2:10][CH2:9][C:8]([N:7]([C:17]2[CH:18]=[CH:19][C:20]3[C:25](=[O:26])[O:24][C:23]([CH3:27])([CH3:28])[O:22][C:21]=3[CH:29]=2)[CH2:6][C:5]2[CH:4]=[CH:3][C:2]([C:43]#[C:42][C:39]3[CH:40]=[CH:41][C:36]([O:35][CH2:32][CH2:33][CH3:34])=[CH:37][CH:38]=3)=[CH:31][CH:30]=2)=[O:16])[CH2:15][CH2:14][CH2:13][CH2:12]1. (3) Given the reactants C1(N2[C:13](=[O:14])[C:12]3[C:7](=[CH:8][CH:9]=[CH:10][CH:11]=3)[NH:6][C:5]2=[O:15])CC1.Cl.[F:17][C:18]([F:22])([F:21])[CH2:19][NH2:20], predict the reaction product. The product is: [F:17][C:18]([F:22])([F:21])[CH2:19][N:20]1[C:13](=[O:14])[C:12]2[C:7](=[CH:8][CH:9]=[CH:10][CH:11]=2)[NH:6][C:5]1=[O:15]. (4) Given the reactants C([O:3][C:4](=[O:28])[CH2:5][CH2:6][CH2:7][O:8][C:9]1[CH:14]=[CH:13][C:12]([C:15]2[CH:20]=[CH:19][CH:18]=[CH:17][C:16]=2[O:21][C:22]2[CH:27]=[CH:26][CH:25]=[CH:24][CH:23]=2)=[CH:11][CH:10]=1)C, predict the reaction product. The product is: [O:21]([C:16]1[CH:17]=[CH:18][CH:19]=[CH:20][C:15]=1[C:12]1[CH:11]=[CH:10][C:9]([O:8][CH2:7][CH2:6][CH2:5][C:4]([OH:28])=[O:3])=[CH:14][CH:13]=1)[C:22]1[CH:27]=[CH:26][CH:25]=[CH:24][CH:23]=1. (5) Given the reactants Br[C:2]1[CH:3]=[CH:4][C:5]([F:12])=[C:6]2[C:11]=1[N:10]=[CH:9][CH:8]=[CH:7]2.O1[C:17]2([CH2:22][CH2:21][NH:20][CH2:19][CH2:18]2)[O:16]CC1, predict the reaction product. The product is: [F:12][C:5]1[CH:4]=[CH:3][C:2]([N:20]2[CH2:21][CH2:22][C:17](=[O:16])[CH2:18][CH2:19]2)=[C:11]2[C:6]=1[CH:7]=[CH:8][CH:9]=[N:10]2.